Dataset: P-glycoprotein inhibition data for predicting drug efflux from Broccatelli et al.. Task: Regression/Classification. Given a drug SMILES string, predict its absorption, distribution, metabolism, or excretion properties. Task type varies by dataset: regression for continuous measurements (e.g., permeability, clearance, half-life) or binary classification for categorical outcomes (e.g., BBB penetration, CYP inhibition). Dataset: pgp_broccatelli. (1) The compound is COC(=O)c1c2n(c3c(N4CCN(CCc5ccccc5)CC4)ncnc13)CCCC2. The result is 1 (inhibitor). (2) The molecule is CCOC/C=C/c1ccc(-c2nc(-c3ccc(F)cc3)c(-c3ccc(NC(C)C)cc3)[nH]2)cc1. The result is 1 (inhibitor).